Dataset: NCI-60 drug combinations with 297,098 pairs across 59 cell lines. Task: Regression. Given two drug SMILES strings and cell line genomic features, predict the synergy score measuring deviation from expected non-interaction effect. (1) Drug 1: CC1C(C(=O)NC(C(=O)N2CCCC2C(=O)N(CC(=O)N(C(C(=O)O1)C(C)C)C)C)C(C)C)NC(=O)C3=C4C(=C(C=C3)C)OC5=C(C(=O)C(=C(C5=N4)C(=O)NC6C(OC(=O)C(N(C(=O)CN(C(=O)C7CCCN7C(=O)C(NC6=O)C(C)C)C)C)C(C)C)C)N)C. Drug 2: C1=NC(=NC(=O)N1C2C(C(C(O2)CO)O)O)N. Cell line: HT29. Synergy scores: CSS=25.2, Synergy_ZIP=0.671, Synergy_Bliss=13.6, Synergy_Loewe=3.85, Synergy_HSA=6.35. (2) Drug 1: C1=NC(=NC(=O)N1C2C(C(C(O2)CO)O)O)N. Drug 2: C1CN(CCN1C(=O)CCBr)C(=O)CCBr. Cell line: TK-10. Synergy scores: CSS=25.0, Synergy_ZIP=-8.93, Synergy_Bliss=-1.96, Synergy_Loewe=-13.9, Synergy_HSA=-0.360. (3) Drug 1: C1CCC(C1)C(CC#N)N2C=C(C=N2)C3=C4C=CNC4=NC=N3. Drug 2: C1C(C(OC1N2C=NC(=NC2=O)N)CO)O. Cell line: NCI-H460. Synergy scores: CSS=9.85, Synergy_ZIP=-0.201, Synergy_Bliss=2.01, Synergy_Loewe=-2.49, Synergy_HSA=1.81. (4) Drug 1: COC1=NC(=NC2=C1N=CN2C3C(C(C(O3)CO)O)O)N. Drug 2: CCC1(C2=C(COC1=O)C(=O)N3CC4=CC5=C(C=CC(=C5CN(C)C)O)N=C4C3=C2)O.Cl. Cell line: NCI-H322M. Synergy scores: CSS=4.75, Synergy_ZIP=0.243, Synergy_Bliss=1.58, Synergy_Loewe=-9.76, Synergy_HSA=-2.16. (5) Drug 1: CS(=O)(=O)C1=CC(=C(C=C1)C(=O)NC2=CC(=C(C=C2)Cl)C3=CC=CC=N3)Cl. Drug 2: COC1=CC(=CC(=C1O)OC)C2C3C(COC3=O)C(C4=CC5=C(C=C24)OCO5)OC6C(C(C7C(O6)COC(O7)C8=CC=CS8)O)O. Cell line: NCI/ADR-RES. Synergy scores: CSS=3.64, Synergy_ZIP=-3.09, Synergy_Bliss=-2.78, Synergy_Loewe=-3.15, Synergy_HSA=-2.91. (6) Drug 1: CCC1(CC2CC(C3=C(CCN(C2)C1)C4=CC=CC=C4N3)(C5=C(C=C6C(=C5)C78CCN9C7C(C=CC9)(C(C(C8N6C)(C(=O)OC)O)OC(=O)C)CC)OC)C(=O)OC)O.OS(=O)(=O)O. Drug 2: C1CN(P(=O)(OC1)NCCCl)CCCl. Cell line: COLO 205. Synergy scores: CSS=6.08, Synergy_ZIP=-1.09, Synergy_Bliss=0.198, Synergy_Loewe=2.24, Synergy_HSA=1.86.